Dataset: Forward reaction prediction with 1.9M reactions from USPTO patents (1976-2016). Task: Predict the product of the given reaction. Given the reactants [C:1]([O:5][C:6]([NH:8][CH:9]([CH2:13][C:14]1[C:22]2[C:17](=[CH:18][CH:19]=[CH:20][CH:21]=2)[NH:16][CH:15]=1)[C:10]([OH:12])=[O:11])=[O:7])([CH3:4])([CH3:3])[CH3:2].[N:23]12[CH2:30][CH2:29][CH:26]([CH2:27][CH2:28]1)[C@@H:25](O)[CH2:24]2.C1C=CC2N(O)N=NC=2C=1.C(Cl)CCl, predict the reaction product. The product is: [C:1]([O:5][C:6]([NH:8][CH:9]([CH2:13][C:14]1[C:22]2[C:17](=[CH:18][CH:19]=[CH:20][CH:21]=2)[NH:16][CH:15]=1)[C:10]([O:12][C@@H:25]1[CH:26]2[CH2:29][CH2:30][N:23]([CH2:28][CH2:27]2)[CH2:24]1)=[O:11])=[O:7])([CH3:4])([CH3:2])[CH3:3].